From a dataset of Full USPTO retrosynthesis dataset with 1.9M reactions from patents (1976-2016). Predict the reactants needed to synthesize the given product. (1) Given the product [CH2:22]([CH:24]([CH2:28][CH3:29])[C:25]([NH:1][C:2]1[C:11]2[C:6](=[CH:7][CH:8]=[CH:9][CH:10]=2)[CH:5]=[CH:4][C:3]=1[C:12]([OH:21])([C:13]([F:14])([F:15])[F:16])[C:17]([F:18])([F:19])[F:20])=[O:26])[CH3:23], predict the reactants needed to synthesize it. The reactants are: [NH2:1][C:2]1[C:11]2[C:6](=[CH:7][CH:8]=[CH:9][CH:10]=2)[CH:5]=[CH:4][C:3]=1[C:12]([OH:21])([C:17]([F:20])([F:19])[F:18])[C:13]([F:16])([F:15])[F:14].[CH2:22]([CH:24]([CH2:28][CH3:29])[C:25](Cl)=[O:26])[CH3:23]. (2) The reactants are: [NH:1]([C:3]([C@@H:5]1[CH2:9][CH2:8][CH2:7][N:6]1[C:10]([O:12][C:13]([CH3:16])([CH3:15])[CH3:14])=[O:11])=[O:4])[NH2:2].[CH3:17][O:18][C:19]1[CH:20]=[C:21]([CH:27]=[CH:28][C:29]=1[O:30][CH3:31])[O:22][CH2:23][C:24](O)=[O:25].C1C=CC2N(O)N=NC=2C=1.CCN=C=NCCCN(C)C.Cl. Given the product [CH3:17][O:18][C:19]1[CH:20]=[C:21]([CH:27]=[CH:28][C:29]=1[O:30][CH3:31])[O:22][CH2:23][C:24]([NH:2][NH:1][C:3]([C@@H:5]1[CH2:9][CH2:8][CH2:7][N:6]1[C:10]([O:12][C:13]([CH3:16])([CH3:15])[CH3:14])=[O:11])=[O:4])=[O:25], predict the reactants needed to synthesize it.